Dataset: Forward reaction prediction with 1.9M reactions from USPTO patents (1976-2016). Task: Predict the product of the given reaction. (1) Given the reactants [C:1]([N:8]1[CH2:13][CH2:12][NH:11][CH2:10][CH2:9]1)([O:3][C:4]([CH3:7])([CH3:6])[CH3:5])=[O:2].[F:14][C:15]([F:26])([F:25])[C:16](O[C:16](=[O:17])[C:15]([F:26])([F:25])[F:14])=[O:17].C(N(CC)CC)C, predict the reaction product. The product is: [C:4]([O:3][C:1]([N:8]1[CH2:9][CH2:10][N:11]([C:16](=[O:17])[C:15]([F:26])([F:25])[F:14])[CH2:12][CH2:13]1)=[O:2])([CH3:7])([CH3:6])[CH3:5]. (2) Given the reactants [O:1]=[C:2]1[N:7]([CH2:8][C:9]([OH:11])=O)[N:6]=[N:5][C:4]2[CH:12]=[CH:13][C:14]([C:16]([F:19])([F:18])[F:17])=[CH:15][C:3]1=2.[CH3:20][O:21][C:22]1[CH:27]=[CH:26][C:25]([C@@H:28]([NH2:30])[CH3:29])=[CH:24][CH:23]=1, predict the reaction product. The product is: [CH3:20][O:21][C:22]1[CH:27]=[CH:26][C:25]([C@@H:28]([NH:30][C:9](=[O:11])[CH2:8][N:7]2[C:2](=[O:1])[C:3]3[CH:15]=[C:14]([C:16]([F:19])([F:18])[F:17])[CH:13]=[CH:12][C:4]=3[N:5]=[N:6]2)[CH3:29])=[CH:24][CH:23]=1. (3) Given the reactants [F:1][C:2]1[C:7]([F:8])=[C:6]([F:9])[CH:5]=[C:4]([F:10])[C:3]=1[NH:11][C:12]1[CH:17]=[CH:16][C:15]([CH3:18])=[CH:14][CH:13]=1.[Cl:19][CH2:20][C:21](Cl)=[O:22], predict the reaction product. The product is: [F:1][C:2]1[C:7]([F:8])=[C:6]([F:9])[CH:5]=[C:4]([F:10])[C:3]=1[N:11]([C:21](=[O:22])[CH2:20][Cl:19])[C:12]1[CH:17]=[CH:16][C:15]([CH3:18])=[CH:14][CH:13]=1. (4) Given the reactants [Cl:1][C:2]1[CH:3]=[C:4]2[CH:10]=[C:9]([CH2:11][N:12]3[C:16]4=[CH:17][N:18]=[CH:19][CH:20]=[C:15]4[C:14]4([CH2:22][CH2:21]4)[C:13]3=[O:23])[N:8]([CH2:24][CH2:25][CH2:26][S:27]([NH2:30])(=[O:29])=[O:28])[C:5]2=[N:6][CH:7]=1.[C:31](OC(=O)C)(=[O:33])[CH3:32].C(N(C(C)C)C(C)C)C, predict the reaction product. The product is: [Cl:1][C:2]1[CH:3]=[C:4]2[CH:10]=[C:9]([CH2:11][N:12]3[C:16]4=[CH:17][N:18]=[CH:19][CH:20]=[C:15]4[C:14]4([CH2:21][CH2:22]4)[C:13]3=[O:23])[N:8]([CH2:24][CH2:25][CH2:26][S:27]([NH:30][C:31](=[O:33])[CH3:32])(=[O:28])=[O:29])[C:5]2=[N:6][CH:7]=1.